Dataset: Peptide-MHC class I binding affinity with 185,985 pairs from IEDB/IMGT. Task: Regression. Given a peptide amino acid sequence and an MHC pseudo amino acid sequence, predict their binding affinity value. This is MHC class I binding data. (1) The peptide sequence is PYLFWLAAI. The MHC is HLA-B08:01 with pseudo-sequence HLA-B08:01. The binding affinity (normalized) is 0. (2) The peptide sequence is AAPPVAPA. The MHC is HLA-A02:06 with pseudo-sequence HLA-A02:06. The binding affinity (normalized) is 0.342. (3) The peptide sequence is TRAPAPFPL. The MHC is HLA-B46:01 with pseudo-sequence HLA-B46:01. The binding affinity (normalized) is 0.0847. (4) The peptide sequence is MAFDISVNA. The MHC is HLA-A68:02 with pseudo-sequence HLA-A68:02. The binding affinity (normalized) is 0.945. (5) The peptide sequence is CMLTEFLHY. The MHC is HLA-A11:01 with pseudo-sequence HLA-A11:01. The binding affinity (normalized) is 0.592. (6) The peptide sequence is WKVLSIMAF. The MHC is HLA-B15:03 with pseudo-sequence HLA-B15:03. The binding affinity (normalized) is 0.794. (7) The peptide sequence is QLSLKMLSL. The MHC is HLA-B27:05 with pseudo-sequence HLA-B27:05. The binding affinity (normalized) is 0.0847.